Task: Predict the reaction yield, written as a fraction of the theoretical maximum amount of product (1.0 means a 100% yield; for example, 0.34 means a 34% yield).. Dataset: Reaction yield outcomes from USPTO patents with 853,638 reactions (1) The reactants are [Cl:1][C:2]1[CH:3]=[C:4]([CH:33]=[C:34]([C:36]([F:39])([F:38])[F:37])[CH:35]=1)[C:5]([N:7]([CH2:9][C@H:10]([C:26]1[CH:31]=[CH:30][C:29]([F:32])=[CH:28][CH:27]=1)[CH2:11][CH2:12][N:13]1[CH2:16][CH:15]([N:17]2[CH2:22][CH2:21][N:20]([C:23](=[O:25])[CH3:24])[CH2:19][CH2:18]2)[CH2:14]1)[CH3:8])=[O:6].[CH2:40](N(CC)CC)C.N1CC(N2CCN3C(=O)CC[C@@H]3C2)C1.O. The catalyst is CO. The product is [Cl:1][C:2]1[CH:3]=[C:4]([CH:33]=[C:34]([C:36]([F:37])([F:38])[F:39])[CH:35]=1)[C:5]([N:7]([CH2:9][C@H:10]([C:26]1[CH:31]=[CH:30][C:29]([F:32])=[CH:28][CH:27]=1)[CH2:11][CH2:12][N:13]1[CH2:16][CH:15]([N:17]2[CH2:18][CH2:19][N:20]3[C:23](=[O:25])[CH2:24][CH2:40][C@@H:21]3[CH2:22]2)[CH2:14]1)[CH3:8])=[O:6]. The yield is 0.290. (2) The reactants are [C:1]([O:5][C:6]([NH:8][C:9]1[CH:14]=[CH:13][C:12]([OH:15])=[CH:11][CH:10]=1)=[O:7])([CH3:4])([CH3:3])[CH3:2].C(=O)([O-])[O-].[Cs+].[Cs+].[CH:22]1(Br)[CH2:25][CH2:24][CH2:23]1. The catalyst is CN(C=O)C. The product is [CH:22]1([O:15][C:12]2[CH:11]=[CH:10][C:9]([NH:8][C:6](=[O:7])[O:5][C:1]([CH3:4])([CH3:2])[CH3:3])=[CH:14][CH:13]=2)[CH2:25][CH2:24][CH2:23]1. The yield is 0.410. (3) The reactants are [H-].[Na+].[CH2:3]([NH:7][C:8]([C:10]1[C@:11]2([CH2:27][CH2:26][C@H:25]3[C@@H:16]([CH2:17][CH2:18][C:19]4[CH:20]=[C:21]([OH:28])[CH:22]=[CH:23][C:24]=43)[C@@H:13]2[CH2:14][CH:15]=1)[CH3:12])=[O:9])[CH2:4][CH2:5][CH3:6].Cl[S:30]([NH2:33])(=[O:32])=[O:31].C(=O)(O)[O-].[Na+]. The catalyst is CN(C=O)C. The product is [S:30](=[O:32])(=[O:31])([O:28][C:21]1[CH:22]=[CH:23][C:24]2[C@@H:25]3[C@H:16]([C@H:13]4[C@@:11]([CH2:27][CH2:26]3)([CH3:12])[C:10]([C:8](=[O:9])[NH:7][CH2:3][CH2:4][CH2:5][CH3:6])=[CH:15][CH2:14]4)[CH2:17][CH2:18][C:19]=2[CH:20]=1)[NH2:33]. The yield is 0.960. (4) The reactants are [C:1]1([N:7]2[CH:12]=[CH:11][C:10]([CH2:13][CH2:14][C:15]3[N:16]=[N:17][NH:18][CH:19]=3)=[C:9]([O:20]C)[C:8]2=[O:22])[CH:6]=[CH:5][CH:4]=[CH:3][CH:2]=1.B(Br)(Br)Br.CO. The catalyst is C(Cl)Cl. The product is [C:1]1([N:7]2[CH:12]=[CH:11][C:10]([CH2:13][CH2:14][C:15]3[N:16]=[N:17][NH:18][CH:19]=3)=[C:9]([OH:20])[C:8]2=[O:22])[CH:2]=[CH:3][CH:4]=[CH:5][CH:6]=1. The yield is 0.830. (5) The reactants are [NH:1]1[C:9]2[C:4](=[CH:5][C:6]([CH2:10][CH:11]([NH:15][C:16]([N:18]3[CH2:23][CH2:22][CH:21]([N:24]4[CH2:33][C:32]5[C:27](=[CH:28][CH:29]=[CH:30][CH:31]=5)[NH:26][C:25]4=[O:34])[CH2:20][CH2:19]3)=[O:17])[C:12](O)=[O:13])=[CH:7][CH:8]=2)[CH:3]=[N:2]1.C(N(CC)C(C)C)(C)C.[O:44]1[C:48]2([CH2:53][CH2:52][NH:51][CH2:50][CH2:49]2)[O:47][CH2:46][CH2:45]1.C1CN([P+](ON2N=NC3C=CC=CC2=3)(N2CCCC2)N2CCCC2)CC1.F[P-](F)(F)(F)(F)F. The catalyst is CN(C)C=O.C(Cl)Cl. The product is [O:44]1[C:48]2([CH2:53][CH2:52][N:51]([C:12](=[O:13])[CH:11]([NH:15][C:16]([N:18]3[CH2:23][CH2:22][CH:21]([N:24]4[CH2:33][C:32]5[C:27](=[CH:28][CH:29]=[CH:30][CH:31]=5)[NH:26][C:25]4=[O:34])[CH2:20][CH2:19]3)=[O:17])[CH2:10][C:6]3[CH:7]=[C:8]4[C:3](=[CH:4][CH:5]=3)[NH:2][N:1]=[CH:9]4)[CH2:50][CH2:49]2)[O:47][CH2:46][CH2:45]1. The yield is 0.560. (6) The reactants are Br[C:2]1[CH:3]=[C:4]([NH:24][CH:25]([CH3:27])[CH3:26])[C:5]([CH3:23])=[C:6]([CH:22]=1)[C:7]([NH:9][CH2:10][C:11]1[C:12](=[O:21])[NH:13][C:14]([CH3:20])=[CH:15][C:16]=1[CH2:17]CC)=[O:8].[CH3:28][N:29]([CH3:46])[CH2:30][C:31]1[CH:36]=[CH:35][C:34](B2OC(C)(C)C(C)(C)O2)=[CH:33][CH:32]=1.CN1CCN(C2C=CC(B3OC(C)(C)C(C)(C)O3)=CN=2)CC1. No catalyst specified. The product is [CH3:28][N:29]([CH2:30][C:31]1[CH:36]=[CH:35][C:34]([C:2]2[CH:3]=[C:4]([NH:24][CH:25]([CH3:26])[CH3:27])[C:5]([CH3:23])=[C:6]([C:7]([NH:9][CH2:10][C:11]3[C:12](=[O:21])[NH:13][C:14]([CH3:20])=[CH:15][C:16]=3[CH3:17])=[O:8])[CH:22]=2)=[CH:33][CH:32]=1)[CH3:46]. The yield is 0.304. (7) The reactants are [NH:1]1[CH:5]=[C:4]([C:6]2[C:7]3[CH:14]=[CH:13][N:12]([CH2:15][O:16][CH2:17][CH2:18][Si:19]([CH3:22])([CH3:21])[CH3:20])[C:8]=3[N:9]=[CH:10][N:11]=2)[CH:3]=[N:2]1.[C:23](#[N:30])[CH:24]=[CH:25][CH2:26][CH2:27][CH2:28][CH3:29].N12CCCN=C1CCCCC2. The catalyst is C(#N)C. The product is [CH3:20][Si:19]([CH3:22])([CH3:21])[CH2:18][CH2:17][O:16][CH2:15][N:12]1[C:8]2[N:9]=[CH:10][N:11]=[C:6]([C:4]3[CH:5]=[N:1][N:2]([CH:25]([CH2:26][CH2:27][CH2:28][CH3:29])[CH2:24][C:23]#[N:30])[CH:3]=3)[C:7]=2[CH:14]=[CH:13]1. The yield is 0.840. (8) The product is [Cl:34][CH2:35][C:36]([N:1]1[CH2:6][CH2:5][CH:4]([CH2:7][NH:8][C:9](=[O:24])[C:10]2[CH:11]=[C:12]([C:20]([F:21])([F:22])[F:23])[CH:13]=[C:14]([C:16]([F:18])([F:19])[F:17])[CH:15]=2)[CH2:3][CH2:2]1)=[O:37]. The catalyst is C(Cl)Cl. The reactants are [NH:1]1[CH2:6][CH2:5][CH:4]([CH2:7][NH:8][C:9](=[O:24])[C:10]2[CH:15]=[C:14]([C:16]([F:19])([F:18])[F:17])[CH:13]=[C:12]([C:20]([F:23])([F:22])[F:21])[CH:11]=2)[CH2:3][CH2:2]1.CCN(C(C)C)C(C)C.[Cl:34][CH2:35][C:36](Cl)=[O:37]. The yield is 0.820. (9) The catalyst is CO. The product is [C:29]([C:28]1[CH:31]=[CH:32][C:25]([N:23]2[CH:6]([CH:1]3[CH2:2][CH2:3][CH2:4][CH2:5]3)[CH:7]3[C:8]([C:9]4[CH:10]=[CH:11][C:12]([C:17]([OH:19])=[O:18])=[CH:13][C:14]=4[CH2:15][CH2:16]3)=[N:24]2)=[CH:26][C:27]=1[O:33][CH3:34])#[N:30]. The yield is 0.490. The reactants are [CH:1]1([CH:6]=[C:7]2[CH2:16][CH2:15][C:14]3[CH:13]=[C:12]([C:17]([O:19]C)=[O:18])[CH:11]=[CH:10][C:9]=3[C:8]2=O)[CH2:5][CH2:4][CH2:3][CH2:2]1.Cl.[NH:23]([C:25]1[CH:32]=[CH:31][C:28]([C:29]#[N:30])=[C:27]([O:33][CH3:34])[CH:26]=1)[NH2:24].O1CCCC1.